This data is from Catalyst prediction with 721,799 reactions and 888 catalyst types from USPTO. The task is: Predict which catalyst facilitates the given reaction. (1) Reactant: [C:1]([O:5][C:6](=[O:26])[N:7]([N:15]1C(=O)C2C(=CC=CC=2)C1=O)[CH2:8][C:9]1[C:13]([CH3:14])=[N:12][O:11][N:10]=1)([CH3:4])([CH3:3])[CH3:2].NN. Product: [C:1]([O:5][C:6]([N:7]([CH2:8][C:9]1[C:13]([CH3:14])=[N:12][O:11][N:10]=1)[NH2:15])=[O:26])([CH3:4])([CH3:3])[CH3:2]. The catalyst class is: 353. (2) Reactant: I.[Cl:2][C:3]1[C:4]2[C:5]3[C:6](=[C:20]([CH3:23])[O:21][N:22]=3)[C:7](=[O:19])[N:8]([CH:13]3[CH2:18][CH2:17][CH2:16][NH:15][CH2:14]3)[C:9]=2[CH:10]=[CH:11][CH:12]=1.[OH:24][C@H:25]([C:30]1[CH:35]=[CH:34][CH:33]=[CH:32][CH:31]=1)[CH2:26][C:27](O)=[O:28].Cl.CN(C)CCCN=C=NCC.ON1C2N=CC=CC=2N=N1.C(N(CC)CC)C. Product: [Cl:2][C:3]1[C:4]2[C:5]3[C:6](=[C:20]([CH3:23])[O:21][N:22]=3)[C:7](=[O:19])[N:8]([CH:13]3[CH2:18][CH2:17][CH2:16][N:15]([C:27](=[O:28])[CH2:26][CH:25]([OH:24])[C:30]4[CH:31]=[CH:32][CH:33]=[CH:34][CH:35]=4)[CH2:14]3)[C:9]=2[CH:10]=[CH:11][CH:12]=1. The catalyst class is: 468. (3) Reactant: [CH2:1]([N:5]1[CH2:10][CH2:9][NH:8][CH2:7][CH2:6]1)[CH2:2][C:3]#[CH:4].[C:11](Cl)(=[O:22])OC1C=CC([N+]([O-])=O)=CC=1.C[CH2:25][N:26](CC)CC.CN. Product: [CH2:1]([N:5]1[CH2:10][CH2:9][N:8]([C:11]([NH:26][CH3:25])=[O:22])[CH2:7][CH2:6]1)[CH2:2][C:3]#[CH:4]. The catalyst class is: 87. (4) Reactant: [N+:1]([C:4]1[CH:5]=[C:6]([C:14]([O:16][CH3:17])=[O:15])[C:7]2[O:12][CH2:11][CH2:10][O:9][C:8]=2[CH:13]=1)([O-])=O. Product: [NH2:1][C:4]1[CH:5]=[C:6]([C:14]([O:16][CH3:17])=[O:15])[C:7]2[O:12][CH2:11][CH2:10][O:9][C:8]=2[CH:13]=1. The catalyst class is: 153. (5) Reactant: [CH:1](=[O:15])[CH2:2][CH2:3][CH2:4][CH2:5][CH2:6][CH2:7]/[CH:8]=[CH:9]\[CH2:10][CH2:11][CH2:12][CH2:13][CH3:14].[CH2:16](O)[CH2:17][OH:18].C1(C)C=CC(S(O)(=O)=O)=CC=1.O. Product: [CH2:2]([CH:1]1[O:18][CH2:17][CH2:16][O:15]1)[CH2:3][CH2:4][CH2:5][CH2:6][CH2:7]/[CH:8]=[CH:9]\[CH2:10][CH2:11][CH2:12][CH2:13][CH3:14]. The catalyst class is: 11.